From a dataset of Forward reaction prediction with 1.9M reactions from USPTO patents (1976-2016). Predict the product of the given reaction. (1) Given the reactants [CH:1]1([C:7]2[CH:8]=[C:9]([CH:13]=[C:14]([O:16][CH3:17])[N:15]=2)[C:10]([OH:12])=O)[CH2:6][CH2:5][CH2:4][CH2:3][CH2:2]1.[CH2:18]([C:20]1[CH:21]=[C:22]([CH:27]=[C:28]([CH3:31])[C:29]=1[OH:30])[C:23]([NH:25]O)=[NH:24])[CH3:19].Cl[CH2:33][C@@H:34]([OH:37])[CH2:35][OH:36], predict the reaction product. The product is: [CH:1]1([C:7]2[CH:8]=[C:9]([C:10]3[O:12][N:25]=[C:23]([C:22]4[CH:27]=[C:28]([CH3:31])[C:29]([O:30][CH2:33][C@@H:34]([OH:37])[CH2:35][OH:36])=[C:20]([CH2:18][CH3:19])[CH:21]=4)[N:24]=3)[CH:13]=[C:14]([O:16][CH3:17])[N:15]=2)[CH2:2][CH2:3][CH2:4][CH2:5][CH2:6]1. (2) Given the reactants [O:1]([CH2:8][C:9]([O:11]CC)=[O:10])[C:2]1[CH:7]=[CH:6][CH:5]=[CH:4][CH:3]=1.[OH-].[Na+].C(O)(=O)C, predict the reaction product. The product is: [O:1]([CH2:8][C:9]([OH:11])=[O:10])[C:2]1[CH:7]=[CH:6][CH:5]=[CH:4][CH:3]=1. (3) Given the reactants [CH2:1]([C:4]1([CH2:33][CH:34]=C)[S:9](=[O:11])(=[O:10])[CH2:8][C@:7]([C:13]2[CH:18]=[C:17]([Br:19])[CH:16]=[CH:15][C:14]=2[F:20])([CH3:12])[N:6]([CH2:21][C:22]2[CH:27]=[CH:26][C:25]([O:28][CH3:29])=[CH:24][C:23]=2[O:30][CH3:31])[C:5]1=[O:32])[CH:2]=C, predict the reaction product. The product is: [Br:19][C:17]1[CH:16]=[CH:15][C:14]([F:20])=[C:13]([C@@:7]2([CH3:12])[N:6]([CH2:21][C:22]3[CH:27]=[CH:26][C:25]([O:28][CH3:29])=[CH:24][C:23]=3[O:30][CH3:31])[C:5](=[O:32])[C:4]3([CH2:33][CH:34]=[CH:2][CH2:1]3)[S:9](=[O:11])(=[O:10])[CH2:8]2)[CH:18]=1.